This data is from NCI-60 drug combinations with 297,098 pairs across 59 cell lines. The task is: Regression. Given two drug SMILES strings and cell line genomic features, predict the synergy score measuring deviation from expected non-interaction effect. (1) Drug 1: CN(C)C1=NC(=NC(=N1)N(C)C)N(C)C. Drug 2: CC1=C(C=C(C=C1)NC(=O)C2=CC=C(C=C2)CN3CCN(CC3)C)NC4=NC=CC(=N4)C5=CN=CC=C5. Cell line: NCI-H460. Synergy scores: CSS=-1.26, Synergy_ZIP=1.38, Synergy_Bliss=3.37, Synergy_Loewe=-0.339, Synergy_HSA=0.251. (2) Drug 1: C#CCC(CC1=CN=C2C(=N1)C(=NC(=N2)N)N)C3=CC=C(C=C3)C(=O)NC(CCC(=O)O)C(=O)O. Drug 2: CN(CC1=CN=C2C(=N1)C(=NC(=N2)N)N)C3=CC=C(C=C3)C(=O)NC(CCC(=O)O)C(=O)O. Cell line: K-562. Synergy scores: CSS=48.6, Synergy_ZIP=-0.780, Synergy_Bliss=-4.02, Synergy_Loewe=-10.3, Synergy_HSA=-1.33. (3) Drug 1: C1CCC(C1)C(CC#N)N2C=C(C=N2)C3=C4C=CNC4=NC=N3. Drug 2: COC1=CC(=CC(=C1O)OC)C2C3C(COC3=O)C(C4=CC5=C(C=C24)OCO5)OC6C(C(C7C(O6)COC(O7)C8=CC=CS8)O)O. Cell line: RXF 393. Synergy scores: CSS=20.9, Synergy_ZIP=-4.80, Synergy_Bliss=-0.777, Synergy_Loewe=-20.0, Synergy_HSA=0.180. (4) Drug 1: CC1CC2CCC3C(=C)CC(O3)CCC45CC6C(O4)C7C(O6)C(O5)C8C(O7)CCC(O8)CC(=O)CC9C(CC(C1=C)O2)OC(C9OC)CC(CN)O.CS(=O)(=O)O. Drug 2: CC1C(C(CC(O1)OC2CC(CC3=C2C(=C4C(=C3O)C(=O)C5=CC=CC=C5C4=O)O)(C(=O)C)O)N)O. Cell line: SNB-75. Synergy scores: CSS=52.4, Synergy_ZIP=-5.40, Synergy_Bliss=-6.09, Synergy_Loewe=0.987, Synergy_HSA=2.02. (5) Drug 1: COC1=CC(=CC(=C1O)OC)C2C3C(COC3=O)C(C4=CC5=C(C=C24)OCO5)OC6C(C(C7C(O6)COC(O7)C8=CC=CS8)O)O. Drug 2: C1=C(C(=O)NC(=O)N1)N(CCCl)CCCl. Cell line: UACC-257. Synergy scores: CSS=20.4, Synergy_ZIP=-5.31, Synergy_Bliss=3.89, Synergy_Loewe=-10.4, Synergy_HSA=4.88.